Dataset: Forward reaction prediction with 1.9M reactions from USPTO patents (1976-2016). Task: Predict the product of the given reaction. (1) Given the reactants [OH:1][C:2]1[CH:16]=[CH:15][C:5]2[N:6]=[C:7]([NH:9][C:10]([CH:12]3[CH2:14][CH2:13]3)=[O:11])[S:8][C:4]=2[CH:3]=1.N1C=CC=CC=1.[N:23]1[CH:28]=[CH:27][CH:26]=[CH:25][C:24]=1[C:29]1[S:33][C:32]([S:34](Cl)(=[O:36])=[O:35])=[CH:31][CH:30]=1, predict the reaction product. The product is: [CH:12]1([C:10]([NH:9][C:7]2[S:8][C:4]3[CH:3]=[C:2]([O:1][S:34]([C:32]4[S:33][C:29]([C:24]5[CH:25]=[CH:26][CH:27]=[CH:28][N:23]=5)=[CH:30][CH:31]=4)(=[O:35])=[O:36])[CH:16]=[CH:15][C:5]=3[N:6]=2)=[O:11])[CH2:13][CH2:14]1. (2) Given the reactants [Cl:1][C:2]1[CH:3]=[C:4]([N:9]2[CH2:14][CH2:13][NH:12][CH2:11][CH2:10]2)[CH:5]=[CH:6][C:7]=1[Cl:8].[C:15]([NH:22][C@@H:23]1[CH2:28][CH2:27][CH2:26][C@H:25]([C:29](O)=[O:30])[CH2:24]1)([O:17][C:18]([CH3:21])([CH3:20])[CH3:19])=[O:16].C1C=CC2N(O)N=NC=2C=1.C(Cl)CCl, predict the reaction product. The product is: [Cl:1][C:2]1[CH:3]=[C:4]([N:9]2[CH2:14][CH2:13][N:12]([C:29]([C@@H:25]3[CH2:26][CH2:27][CH2:28][C@H:23]([NH:22][C:15](=[O:16])[O:17][C:18]([CH3:20])([CH3:19])[CH3:21])[CH2:24]3)=[O:30])[CH2:11][CH2:10]2)[CH:5]=[CH:6][C:7]=1[Cl:8]. (3) Given the reactants [C:1]([C:5]1[N:10]=[C:9]([N:11]2[CH2:16][CH2:15][N:14]([CH2:17][CH2:18][CH2:19][CH2:20][NH2:21])[CH2:13][CH2:12]2)[CH:8]=[C:7]([C:22]([F:25])([F:24])[F:23])[N:6]=1)([CH3:4])([CH3:3])[CH3:2].C1N=CN([C:31](N2C=NC=C2)=[O:32])C=1.[Cl:38][C:39]1[C:44]([Cl:45])=[CH:43][CH:42]=[CH:41][C:40]=1[N:46]1[CH2:51][CH2:50][NH:49][CH2:48][CH2:47]1, predict the reaction product. The product is: [C:1]([C:5]1[N:10]=[C:9]([N:11]2[CH2:16][CH2:15][N:14]([CH2:17][CH2:18][CH2:19][CH2:20][NH:21][C:31]([N:49]3[CH2:50][CH2:51][N:46]([C:40]4[CH:41]=[CH:42][CH:43]=[C:44]([Cl:45])[C:39]=4[Cl:38])[CH2:47][CH2:48]3)=[O:32])[CH2:13][CH2:12]2)[CH:8]=[C:7]([C:22]([F:24])([F:25])[F:23])[N:6]=1)([CH3:4])([CH3:2])[CH3:3]. (4) Given the reactants [Cl:1][C:2]1[CH:7]=[CH:6][C:5]([OH:8])=[CH:4][C:3]=1[C:9]1[C:18]2[C:13](=[C:14]([Cl:19])[CH:15]=[CH:16][CH:17]=2)[N:12]=[CH:11][N:10]=1.Br[C:21]1[CH:26]=[CH:25][CH:24]=[C:23]([S:27]([CH3:30])(=[O:29])=[O:28])[CH:22]=1, predict the reaction product. The product is: [Cl:19][C:14]1[CH:15]=[CH:16][CH:17]=[C:18]2[C:13]=1[N:12]=[CH:11][N:10]=[C:9]2[C:3]1[CH:4]=[C:5]([O:8][C:21]2[CH:26]=[CH:25][CH:24]=[C:23]([S:27]([CH3:30])(=[O:29])=[O:28])[CH:22]=2)[CH:6]=[CH:7][C:2]=1[Cl:1].